Dataset: Catalyst prediction with 721,799 reactions and 888 catalyst types from USPTO. Task: Predict which catalyst facilitates the given reaction. Reactant: [I:1][C:2]1[CH:10]=[C:9]2[C:5]([C:6]([CH2:16][CH2:17][C:18]([O:20]CC)=[O:19])=[C:7]([C:11]([O:13]CC)=[O:12])[NH:8]2)=[CH:4][CH:3]=1.O.O.O.[OH-].[Li+]. Product: [C:18]([CH2:17][CH2:16][C:6]1[C:5]2[C:9](=[CH:10][C:2]([I:1])=[CH:3][CH:4]=2)[NH:8][C:7]=1[C:11]([OH:13])=[O:12])([OH:20])=[O:19]. The catalyst class is: 30.